Predict the product of the given reaction. From a dataset of Forward reaction prediction with 1.9M reactions from USPTO patents (1976-2016). (1) Given the reactants CO.[BH4-].[Na+].ClCCl.[Br:8][C:9]1[CH:10]=[CH:11][C:12]2[N:13]([N:15]=[C:16]([C:30]3[CH:35]=[CH:34][CH:33]=[CH:32][CH:31]=3)[C:17]=2[C:18]([C:20]2[N:25]=[C:24]([C:26]([O:28][CH3:29])=[O:27])[CH:23]=[CH:22][CH:21]=2)=[O:19])[CH:14]=1, predict the reaction product. The product is: [Br:8][C:9]1[CH:10]=[CH:11][C:12]2[N:13]([N:15]=[C:16]([C:30]3[CH:31]=[CH:32][CH:33]=[CH:34][CH:35]=3)[C:17]=2[CH:18]([OH:19])[C:20]2[N:25]=[C:24]([C:26]([O:28][CH3:29])=[O:27])[CH:23]=[CH:22][CH:21]=2)[CH:14]=1. (2) Given the reactants [CH3:1][S:2](Cl)(=[O:4])=[O:3].[F:6][C:7]([F:12])([F:11])[C:8]([OH:10])=[O:9].[F:13][C:14]([F:19])([F:18])[C:15]([OH:17])=[O:16].[NH:20]1[CH2:23][CH:22]([C:24]2[C:25]([O:44][CH3:45])=[C:26]([CH:32]([NH:34][C:35]3[N:43]=[CH:42][N:41]=[C:40]4[C:36]=3[N:37]=[CH:38][NH:39]4)[CH3:33])[CH:27]=[C:28]([Cl:31])[C:29]=2[CH3:30])[CH2:21]1.CCN(C(C)C)C(C)C, predict the reaction product. The product is: [F:6][C:7]([F:12])([F:11])[C:8]([OH:10])=[O:9].[Cl:31][C:28]1[C:29]([CH3:30])=[C:24]([CH:22]2[CH2:21][N:20]([S:2]([CH3:1])(=[O:4])=[O:3])[CH2:23]2)[C:25]([O:44][CH3:45])=[C:26]([CH:32]([NH:34][C:35]2[N:43]=[CH:42][N:41]=[C:40]3[C:36]=2[N:37]=[CH:38][NH:39]3)[CH3:33])[CH:27]=1.[C:15]([OH:17])([C:14]([F:19])([F:18])[F:13])=[O:16]. (3) Given the reactants [C:1]([CH:3]([CH:7]1[C:11]([Cl:12])=[C:10](Cl)C(=O)O1)[C:4]([NH2:6])=[O:5])#[N:2].Cl.[NH2:16][CH2:17][C:18]1[CH:23]=[C:22]([F:24])[CH:21]=[CH:20][C:19]=1[NH:25][S:26]([CH3:29])(=[O:28])=[O:27].C(=O)([O-])[O-].[K+].[K+], predict the reaction product. The product is: [ClH:12].[Cl:12][C:11]1[CH:7]=[C:3]([C:4]([NH2:6])=[O:5])[C:1](=[NH:2])[N:16]([CH2:17][C:18]2[CH:23]=[C:22]([F:24])[CH:21]=[CH:20][C:19]=2[NH:25][S:26]([CH3:29])(=[O:28])=[O:27])[CH:10]=1. (4) Given the reactants [NH2:1][C:2]1[C:3]2[N:11]=[C:10]([C:12]3[CH:13]=[C:14]([CH:18]=[CH:19][CH:20]=3)[C:15]([OH:17])=O)[CH:9]=[CH:8][C:4]=2[N:5]=[CH:6][N:7]=1.[NH2:21][CH2:22][CH2:23][OH:24].CN(C(ON1N=NC2C=CC=NC1=2)=[N+](C)C)C.F[P-](F)(F)(F)(F)F.CCN(C(C)C)C(C)C, predict the reaction product. The product is: [NH2:1][C:2]1[C:3]2[N:11]=[C:10]([C:12]3[CH:13]=[C:14]([CH:18]=[CH:19][CH:20]=3)[C:15]([NH:21][CH2:22][CH2:23][OH:24])=[O:17])[CH:9]=[CH:8][C:4]=2[N:5]=[CH:6][N:7]=1. (5) Given the reactants [C:1]([O:5]C(OC(OC(C)(C)C)=O)=O)(C)(C)C.[CH2:16]([NH:19][C:20]1[N:21]=[C:22]([NH2:30])[C:23]2[S:28][CH:27]=[C:26]([CH3:29])[C:24]=2[N:25]=1)[CH:17]=[CH2:18].[CH2:31]([NH2:35])[CH2:32][CH2:33][CH3:34].C(OCC)(=O)C.CCCCCC, predict the reaction product. The product is: [CH2:16]([NH:19][C:20]1[N:21]=[C:22]([NH:30][C:1](=[O:5])[NH:35][CH2:31][CH2:32][CH2:33][CH3:34])[C:23]2[S:28][CH:27]=[C:26]([CH3:29])[C:24]=2[N:25]=1)[CH:17]=[CH2:18]. (6) Given the reactants [CH3:1][NH:2][C:3]([C:5]1[CH:10]=[C:9]([O:11][C:12]2[CH:23]=[CH:22][C:15]3[N:16]=[C:17](S(C)=O)[S:18][C:14]=3[CH:13]=2)[CH:8]=[CH:7][N:6]=1)=[O:4].[CH:24]1([CH2:30][NH2:31])[CH2:29][CH2:28][CH2:27][CH2:26][CH2:25]1, predict the reaction product. The product is: [CH3:1][NH:2][C:3]([C:5]1[CH:10]=[C:9]([O:11][C:12]2[CH:23]=[CH:22][C:15]3[N:16]=[C:17]([NH:31][CH2:30][CH:24]4[CH2:29][CH2:28][CH2:27][CH2:26][CH2:25]4)[S:18][C:14]=3[CH:13]=2)[CH:8]=[CH:7][N:6]=1)=[O:4].